This data is from NCI-60 drug combinations with 297,098 pairs across 59 cell lines. The task is: Regression. Given two drug SMILES strings and cell line genomic features, predict the synergy score measuring deviation from expected non-interaction effect. (1) Drug 1: C1=CC=C(C(=C1)C(C2=CC=C(C=C2)Cl)C(Cl)Cl)Cl. Drug 2: C1CN(CCN1C(=O)CCBr)C(=O)CCBr. Cell line: NCI/ADR-RES. Synergy scores: CSS=14.9, Synergy_ZIP=-3.01, Synergy_Bliss=0.426, Synergy_Loewe=-8.55, Synergy_HSA=0.711. (2) Drug 1: COC1=C2C(=CC3=C1OC=C3)C=CC(=O)O2. Drug 2: N.N.Cl[Pt+2]Cl. Cell line: SK-MEL-2. Synergy scores: CSS=67.4, Synergy_ZIP=2.24, Synergy_Bliss=2.16, Synergy_Loewe=7.15, Synergy_HSA=7.19. (3) Drug 1: CN(C)C1=NC(=NC(=N1)N(C)C)N(C)C. Drug 2: CN(CCCl)CCCl.Cl. Cell line: NCI-H460. Synergy scores: CSS=9.49, Synergy_ZIP=2.95, Synergy_Bliss=5.05, Synergy_Loewe=-30.1, Synergy_HSA=0.0734. (4) Drug 1: C1CCN(CC1)CCOC2=CC=C(C=C2)C(=O)C3=C(SC4=C3C=CC(=C4)O)C5=CC=C(C=C5)O. Drug 2: CC(C)CN1C=NC2=C1C3=CC=CC=C3N=C2N. Cell line: SF-295. Synergy scores: CSS=-2.16, Synergy_ZIP=0.344, Synergy_Bliss=-2.65, Synergy_Loewe=-4.37, Synergy_HSA=-4.25. (5) Drug 1: C1CN1C2=NC(=NC(=N2)N3CC3)N4CC4. Drug 2: C1=CC(=CC=C1CCC2=CNC3=C2C(=O)NC(=N3)N)C(=O)NC(CCC(=O)O)C(=O)O. Cell line: NCI-H322M. Synergy scores: CSS=4.07, Synergy_ZIP=0.375, Synergy_Bliss=5.67, Synergy_Loewe=-8.99, Synergy_HSA=-0.996. (6) Drug 1: CC1C(C(CC(O1)OC2CC(CC3=C2C(=C4C(=C3O)C(=O)C5=C(C4=O)C(=CC=C5)OC)O)(C(=O)C)O)N)O.Cl. Drug 2: C1=NC2=C(N1)C(=S)N=C(N2)N. Cell line: SNB-75. Synergy scores: CSS=34.9, Synergy_ZIP=-11.0, Synergy_Bliss=-6.58, Synergy_Loewe=-6.45, Synergy_HSA=-2.29. (7) Drug 1: C1=CN(C=N1)CC(O)(P(=O)(O)O)P(=O)(O)O. Drug 2: CC1=C(N=C(N=C1N)C(CC(=O)N)NCC(C(=O)N)N)C(=O)NC(C(C2=CN=CN2)OC3C(C(C(C(O3)CO)O)O)OC4C(C(C(C(O4)CO)O)OC(=O)N)O)C(=O)NC(C)C(C(C)C(=O)NC(C(C)O)C(=O)NCCC5=NC(=CS5)C6=NC(=CS6)C(=O)NCCC[S+](C)C)O. Cell line: SK-MEL-5. Synergy scores: CSS=12.0, Synergy_ZIP=-2.32, Synergy_Bliss=3.52, Synergy_Loewe=-4.74, Synergy_HSA=1.99. (8) Drug 1: CC1=C(C=C(C=C1)NC(=O)C2=CC=C(C=C2)CN3CCN(CC3)C)NC4=NC=CC(=N4)C5=CN=CC=C5. Drug 2: CCCCCOC(=O)NC1=NC(=O)N(C=C1F)C2C(C(C(O2)C)O)O. Cell line: EKVX. Synergy scores: CSS=-1.77, Synergy_ZIP=2.27, Synergy_Bliss=2.86, Synergy_Loewe=-2.70, Synergy_HSA=-2.56. (9) Drug 1: C(CC(=O)O)C(=O)CN.Cl. Drug 2: CN(C(=O)NC(C=O)C(C(C(CO)O)O)O)N=O. Cell line: SR. Synergy scores: CSS=26.9, Synergy_ZIP=3.60, Synergy_Bliss=4.60, Synergy_Loewe=-7.23, Synergy_HSA=2.75. (10) Drug 1: CC(C)(C#N)C1=CC(=CC(=C1)CN2C=NC=N2)C(C)(C)C#N. Drug 2: CC1=C(C(=O)C2=C(C1=O)N3CC4C(C3(C2COC(=O)N)OC)N4)N. Cell line: COLO 205. Synergy scores: CSS=21.6, Synergy_ZIP=3.70, Synergy_Bliss=-0.772, Synergy_Loewe=-15.8, Synergy_HSA=-6.67.